Dataset: Forward reaction prediction with 1.9M reactions from USPTO patents (1976-2016). Task: Predict the product of the given reaction. Given the reactants [CH:1]([CH:3]1[CH2:8][CH2:7][N:6]([C:9]([O:11][C:12]([CH3:15])([CH3:14])[CH3:13])=[O:10])[CH2:5][CH2:4]1)=O.[C:16](=O)([O-])[O-].[K+].[K+].O, predict the reaction product. The product is: [C:1]([CH:3]1[CH2:8][CH2:7][N:6]([C:9]([O:11][C:12]([CH3:15])([CH3:14])[CH3:13])=[O:10])[CH2:5][CH2:4]1)#[CH:16].